This data is from Full USPTO retrosynthesis dataset with 1.9M reactions from patents (1976-2016). The task is: Predict the reactants needed to synthesize the given product. (1) The reactants are: Br[CH2:2][C:3]1[N:7]([C:8]2[CH:13]=[CH:12][CH:11]=[CH:10][C:9]=2[Cl:14])[N:6]=[C:5]([C:15]([F:18])([F:17])[F:16])[CH:4]=1.[Br:19][C:20]1[CH:25]=[CH:24][C:23]([OH:26])=[CH:22][CH:21]=1.C(=O)([O-])[O-].[Na+].[Na+].CN(C=O)C. Given the product [Br:19][C:20]1[CH:25]=[CH:24][C:23]([O:26][CH2:2][C:3]2[N:7]([C:8]3[CH:13]=[CH:12][CH:11]=[CH:10][C:9]=3[Cl:14])[N:6]=[C:5]([C:15]([F:18])([F:17])[F:16])[CH:4]=2)=[CH:22][CH:21]=1, predict the reactants needed to synthesize it. (2) The reactants are: [Cl:1][C:2]1[CH:3]=[CH:4][C:5]([C:28]([F:31])([F:30])[F:29])=[C:6]([CH:27]=1)[CH2:7][N:8]1[CH2:13][CH2:12][NH:11][C:10]2[N:14]=[CH:15][C:16]([C:18]3[CH:26]=[CH:25][C:21]([C:22](O)=[O:23])=[CH:20][CH:19]=3)=[CH:17][C:9]1=2.[CH3:32][NH:33][CH2:34][C:35]1[CH:40]=[CH:39][CH:38]=[CH:37][C:36]=1[O:41][CH3:42]. Given the product [Cl:1][C:2]1[CH:3]=[CH:4][C:5]([C:28]([F:31])([F:29])[F:30])=[C:6]([CH:27]=1)[CH2:7][N:8]1[CH2:13][CH2:12][NH:11][C:10]2[N:14]=[CH:15][C:16]([C:18]3[CH:19]=[CH:20][C:21]([C:22]([N:33]([CH2:34][C:35]4[CH:40]=[CH:39][CH:38]=[CH:37][C:36]=4[O:41][CH3:42])[CH3:32])=[O:23])=[CH:25][CH:26]=3)=[CH:17][C:9]1=2, predict the reactants needed to synthesize it. (3) Given the product [NH3:9].[C:1]1([C:20]2[CH:21]=[CH:22][CH:23]=[CH:24][CH:25]=2)[CH:2]=[CH:3][C:4]([C:7]([N:9]2[CH2:13]/[C:12](=[N:14]\[O:15][CH3:16])/[CH2:11][C@H:10]2[C:17]([NH2:28])=[O:18])=[O:8])=[CH:5][CH:6]=1, predict the reactants needed to synthesize it. The reactants are: [C:1]1([C:20]2[CH:25]=[CH:24][CH:23]=[CH:22][CH:21]=2)[CH:6]=[CH:5][C:4]([C:7]([N:9]2[CH2:13][C:12](=[N:14][O:15][CH3:16])[CH2:11][C@H:10]2[C:17](O)=[O:18])=[O:8])=[CH:3][CH:2]=1.C([N:28](CC)CC)C.ClC(OCC)=O. (4) The reactants are: [O:1]([C:8]1[CH:13]=[CH:12][CH:11]=[CH:10][C:9]=1[NH:14][S:15]([C:18]1[CH:30]=[CH:29][C:21]([C:22]([NH:24][CH2:25][C:26]([OH:28])=O)=[O:23])=[CH:20][CH:19]=1)(=[O:17])=[O:16])[C:2]1[CH:7]=[CH:6][CH:5]=[CH:4][CH:3]=1.Cl.[CH2:32]([O:39][C:40](=[O:46])[C@@H:41]1[CH2:45][CH2:44][CH2:43][NH:42]1)[C:33]1[CH:38]=[CH:37][CH:36]=[CH:35][CH:34]=1. Given the product [CH2:32]([O:39][C:40]([C@@H:41]1[CH2:45][CH2:44][CH2:43][N:42]1[C:26](=[O:28])[CH2:25][NH:24][C:22](=[O:23])[C:21]1[CH:20]=[CH:19][C:18]([S:15](=[O:17])(=[O:16])[NH:14][C:9]2[CH:10]=[CH:11][CH:12]=[CH:13][C:8]=2[O:1][C:2]2[CH:3]=[CH:4][CH:5]=[CH:6][CH:7]=2)=[CH:30][CH:29]=1)=[O:46])[C:33]1[CH:34]=[CH:35][CH:36]=[CH:37][CH:38]=1, predict the reactants needed to synthesize it.